From a dataset of NCI-60 drug combinations with 297,098 pairs across 59 cell lines. Regression. Given two drug SMILES strings and cell line genomic features, predict the synergy score measuring deviation from expected non-interaction effect. Drug 1: CN(CCCl)CCCl.Cl. Drug 2: COC1=C2C(=CC3=C1OC=C3)C=CC(=O)O2. Cell line: HS 578T. Synergy scores: CSS=4.44, Synergy_ZIP=-1.97, Synergy_Bliss=-3.36, Synergy_Loewe=-6.02, Synergy_HSA=-4.83.